Regression. Given two drug SMILES strings and cell line genomic features, predict the synergy score measuring deviation from expected non-interaction effect. From a dataset of NCI-60 drug combinations with 297,098 pairs across 59 cell lines. (1) Drug 1: CN1CCC(CC1)COC2=C(C=C3C(=C2)N=CN=C3NC4=C(C=C(C=C4)Br)F)OC. Drug 2: C1=NC2=C(N=C(N=C2N1C3C(C(C(O3)CO)O)F)Cl)N. Cell line: HOP-62. Synergy scores: CSS=36.0, Synergy_ZIP=-0.0456, Synergy_Bliss=0.150, Synergy_Loewe=-23.1, Synergy_HSA=-0.530. (2) Drug 1: CC1CCC2CC(C(=CC=CC=CC(CC(C(=O)C(C(C(=CC(C(=O)CC(OC(=O)C3CCCCN3C(=O)C(=O)C1(O2)O)C(C)CC4CCC(C(C4)OC)O)C)C)O)OC)C)C)C)OC. Drug 2: CC1=C(N=C(N=C1N)C(CC(=O)N)NCC(C(=O)N)N)C(=O)NC(C(C2=CN=CN2)OC3C(C(C(C(O3)CO)O)O)OC4C(C(C(C(O4)CO)O)OC(=O)N)O)C(=O)NC(C)C(C(C)C(=O)NC(C(C)O)C(=O)NCCC5=NC(=CS5)C6=NC(=CS6)C(=O)NCCC[S+](C)C)O. Cell line: NCI-H322M. Synergy scores: CSS=11.7, Synergy_ZIP=-3.51, Synergy_Bliss=-0.645, Synergy_Loewe=-7.56, Synergy_HSA=-0.298. (3) Drug 1: CC(CN1CC(=O)NC(=O)C1)N2CC(=O)NC(=O)C2. Drug 2: CC(C1=C(C=CC(=C1Cl)F)Cl)OC2=C(N=CC(=C2)C3=CN(N=C3)C4CCNCC4)N. Cell line: DU-145. Synergy scores: CSS=10.7, Synergy_ZIP=-4.57, Synergy_Bliss=-0.456, Synergy_Loewe=-2.83, Synergy_HSA=-1.70. (4) Drug 1: C1=C(C(=O)NC(=O)N1)F. Drug 2: C1=NC2=C(N1)C(=S)N=C(N2)N. Cell line: A549. Synergy scores: CSS=61.5, Synergy_ZIP=-5.20, Synergy_Bliss=-6.12, Synergy_Loewe=-6.20, Synergy_HSA=0.440. (5) Drug 1: C1=CC(=CC=C1CCC2=CNC3=C2C(=O)NC(=N3)N)C(=O)NC(CCC(=O)O)C(=O)O. Drug 2: CN(C)N=NC1=C(NC=N1)C(=O)N. Cell line: LOX IMVI. Synergy scores: CSS=68.6, Synergy_ZIP=4.44, Synergy_Bliss=1.83, Synergy_Loewe=3.73, Synergy_HSA=7.07.